From a dataset of Full USPTO retrosynthesis dataset with 1.9M reactions from patents (1976-2016). Predict the reactants needed to synthesize the given product. (1) Given the product [NH2:1][C:2]1[C:7]([C:8]([C:10]2[C:15]([O:16][CH3:17])=[CH:14][CH:13]=[C:12]([F:18])[C:11]=2[O:32][CH3:31])=[O:9])=[CH:6][N:5]=[C:4]([NH:20][CH:21]2[CH2:22][CH2:23][N:24]([S:27]([CH3:30])(=[O:29])=[O:28])[CH2:25][CH2:26]2)[N:3]=1, predict the reactants needed to synthesize it. The reactants are: [NH2:1][C:2]1[C:7]([C:8]([C:10]2[C:15]([O:16][CH3:17])=[CH:14][CH:13]=[C:12]([F:18])[C:11]=2F)=[O:9])=[CH:6][N:5]=[C:4]([NH:20][CH:21]2[CH2:26][CH2:25][N:24]([S:27]([CH3:30])(=[O:29])=[O:28])[CH2:23][CH2:22]2)[N:3]=1.[CH3:31][O-:32].[Na+]. (2) Given the product [CH2:13]([OH:15])[CH:11]([OH:21])[CH2:10][CH2:9][CH2:8][CH2:7][CH2:6][CH2:5][CH2:4][CH2:3][CH2:2][CH3:1], predict the reactants needed to synthesize it. The reactants are: [CH2:1]=[CH:2][CH2:3][CH2:4][CH2:5][CH2:6][CH2:7][CH2:8][CH2:9][CH2:10][CH2:11]C.[CH:13]([OH:15])=O.OO.CO.S(=O)(=O)(O)[OH:21]. (3) Given the product [CH3:1][O:2][C:3]1[N:8]2[N:9]=[C:10]([CH:12]=[O:13])[CH:11]=[C:7]2[C:6]([CH2:14][O:15][CH:16]2[CH2:21][CH2:20][CH2:19][CH2:18][O:17]2)=[CH:5][CH:4]=1, predict the reactants needed to synthesize it. The reactants are: [CH3:1][O:2][C:3]1[N:8]2[N:9]=[C:10]([CH2:12][OH:13])[CH:11]=[C:7]2[C:6]([CH2:14][O:15][CH:16]2[CH2:21][CH2:20][CH2:19][CH2:18][O:17]2)=[CH:5][CH:4]=1. (4) Given the product [Br:20][C:21]1[CH:22]=[CH:23][C:24]([C:27]2[CH:33]=[CH:32][CH:31]=[CH:30][C:28]=2[NH:29][C:11]([C:4]2[C:5]([C:7]([F:10])([F:9])[F:8])=[CH:6][N:2]([CH3:1])[CH:3]=2)=[O:13])=[CH:25][CH:26]=1, predict the reactants needed to synthesize it. The reactants are: [CH3:1][N:2]1[CH:6]=[C:5]([C:7]([F:10])([F:9])[F:8])[C:4]([C:11]([OH:13])=O)=[CH:3]1.C(Cl)(=O)C(Cl)=O.[Br:20][C:21]1[CH:26]=[CH:25][C:24]([C:27]2[CH:33]=[CH:32][CH:31]=[CH:30][C:28]=2[NH2:29])=[CH:23][CH:22]=1.C(N(CC)CC)C. (5) Given the product [CH3:6][C:7]1[C:12]([CH:13]=[N:2][OH:3])=[C:11]([CH3:15])[CH:10]=[CH:9][N:8]=1, predict the reactants needed to synthesize it. The reactants are: Cl.[NH2:2][OH:3].[OH-].[Na+].[CH3:6][C:7]1[C:12]([CH:13]=O)=[C:11]([CH3:15])[CH:10]=[CH:9][N:8]=1.